From a dataset of Forward reaction prediction with 1.9M reactions from USPTO patents (1976-2016). Predict the product of the given reaction. (1) Given the reactants [CH2:1]([C:8]1[N:9]=[C:10]([C:31]([O-])=[O:32])[S:11][C:12]=1[C:13]1[C:22]2[C:17](=[CH:18][CH:19]=[CH:20][CH:21]=2)[C:16]([S:23](=[O:30])(=[O:29])[NH:24][C:25]([CH3:28])([CH3:27])[CH3:26])=[CH:15][CH:14]=1)[C:2]1[CH:7]=[CH:6][CH:5]=[CH:4][CH:3]=1.[K+].CN(C(ON1N=NC2C=CC=NC1=2)=[N+](C)C)C.F[P-](F)(F)(F)(F)F.CCN(C(C)C)C(C)C.[CH2:68]([S:70][C:71]1[CH:76]=[CH:75][C:74]([CH2:77][NH2:78])=[CH:73][CH:72]=1)[CH3:69], predict the reaction product. The product is: [CH2:1]([C:8]1[N:9]=[C:10]([C:31]([NH:78][CH2:77][C:74]2[CH:75]=[CH:76][C:71]([S:70][CH2:68][CH3:69])=[CH:72][CH:73]=2)=[O:32])[S:11][C:12]=1[C:13]1[C:22]2[C:17](=[CH:18][CH:19]=[CH:20][CH:21]=2)[C:16]([S:23](=[O:30])(=[O:29])[NH:24][C:25]([CH3:28])([CH3:27])[CH3:26])=[CH:15][CH:14]=1)[C:2]1[CH:7]=[CH:6][CH:5]=[CH:4][CH:3]=1. (2) Given the reactants C(OC([N:8]1[CH2:13][CH2:12][N:11]([C:14]2[CH:15]=[C:16]([CH:20]=[CH:21][CH:22]=2)[C:17]([OH:19])=O)[CH2:10][CH2:9]1)=O)(C)(C)C.[NH2:23][C:24]1[N:28](C(OC(C)(C)C)=O)[N:27]=[C:26]([O:36][CH2:37][C:38]2[CH:43]=[C:42]([O:44][CH3:45])[CH:41]=[C:40]([O:46][CH3:47])[CH:39]=2)[CH:25]=1.N1C=CC=CC=1.Cl, predict the reaction product. The product is: [CH3:45][O:44][C:42]1[CH:43]=[C:38]([CH2:37][O:36][C:26]2[NH:27][N:28]=[C:24]([NH:23][C:17](=[O:19])[C:16]3[CH:20]=[CH:21][CH:22]=[C:14]([N:11]4[CH2:10][CH2:9][NH:8][CH2:13][CH2:12]4)[CH:15]=3)[CH:25]=2)[CH:39]=[C:40]([O:46][CH3:47])[CH:41]=1. (3) The product is: [F:1][C:2]1[CH:7]=[CH:6][CH:5]=[CH:4][C:3]=1[C:8]1[CH:24]=[C:11]2[CH:12]=[C:13]([C:16]3[CH:17]=[C:18]([CH:19]([OH:20])[C:25]#[CH:26])[CH:21]=[CH:22][CH:23]=3)[CH:14]=[CH:15][N:10]2[N:9]=1. Given the reactants [F:1][C:2]1[CH:7]=[CH:6][CH:5]=[CH:4][C:3]=1[C:8]1[CH:24]=[C:11]2[CH:12]=[C:13]([C:16]3[CH:17]=[C:18]([CH:21]=[CH:22][CH:23]=3)[CH:19]=[O:20])[CH:14]=[CH:15][N:10]2[N:9]=1.[C:25]([Mg]Br)#[CH:26], predict the reaction product.